Dataset: Full USPTO retrosynthesis dataset with 1.9M reactions from patents (1976-2016). Task: Predict the reactants needed to synthesize the given product. (1) Given the product [Cl:24][CH:2]1[CH2:11][CH2:10][CH2:9][C:8]2[CH:7]=[C:6]([O:12][C:13]3[CH:21]=[CH:20][C:16]([C:17]([NH2:19])=[O:18])=[CH:15][N:14]=3)[CH:5]=[CH:4][C:3]1=2, predict the reactants needed to synthesize it. The reactants are: O[CH:2]1[CH2:11][CH2:10][CH2:9][C:8]2[CH:7]=[C:6]([O:12][C:13]3[CH:21]=[CH:20][C:16]([C:17]([NH2:19])=[O:18])=[CH:15][N:14]=3)[CH:5]=[CH:4][C:3]1=2.O=S(Cl)[Cl:24]. (2) Given the product [CH3:32][O:31][C:29]([CH2:28][C@H:25]1[O:26][O:27][C@H:22]([C@H:20]2[O:21][C@H:17]([CH2:16][CH2:15][CH2:14][CH2:13][CH2:12][CH2:11]/[CH:10]=[CH:9]\[CH:8]=[CH:7]/[CH2:6][CH2:5][CH:4]=[CH2:3])[CH2:18][CH2:19]2)[CH2:23][CH2:24]1)=[O:30], predict the reactants needed to synthesize it. The reactants are: C=C[CH2:3][CH2:4]/[CH:5]=[CH:6]\[CH:7]=[CH:8]/[CH2:9][CH2:10][CH2:11][CH2:12][CH2:13][CH2:14][CH2:15][CH2:16][C@@H:17]1[O:21][C@H:20]([C@H:22]2[O:27][O:26][C@H:25]([CH2:28][C:29]([OH:31])=[O:30])[CH2:24][CH2:23]2)[CH2:19][CH2:18]1.[CH2:32]=CCCC/C=C/C=C\CCCCCCCC[C@@H]1O[C@H]([C@@H]2OO[C@H](CC(O)=O)CC2)CC1. (3) Given the product [C:4]([N:7]1[CH2:12][CH2:11][C:10]2[N:13]([CH:37]3[CH2:41][CH2:40][O:39][CH2:38]3)[N:14]=[C:15]([N:16]3[C:25]4[C:20](=[CH:21][C:22]([C:26]5[CH:27]=[N:28][N:29]([CH3:31])[CH:30]=5)=[CH:23][CH:24]=4)[CH2:19][C@H:18]([C:32]#[N:2])[CH2:17]3)[C:9]=2[CH2:8]1)(=[O:6])[CH3:5].[C:4]([N:7]1[CH2:12][CH2:11][C:10]2[N:13]([CH:37]3[CH2:41][CH2:40][O:39][CH2:38]3)[N:14]=[C:15]([N:16]3[C:25]4[C:20](=[CH:21][C:22]([C:26]5[CH:27]=[N:28][N:29]([CH3:31])[CH:30]=5)=[CH:23][CH:24]=4)[CH2:19][C@H:17]3[CH2:18][C:32]#[N:2])[C:9]=2[CH2:8]1)(=[O:6])[CH3:5], predict the reactants needed to synthesize it. The reactants are: [C-]#[N:2].[K+].[C:4]([N:7]1[CH2:12][CH2:11][C:10]2[N:13]([C@H:37]3[CH2:41][CH2:40][O:39][CH2:38]3)[N:14]=[C:15]([N:16]3[C:25]4[C:20](=[CH:21][C:22]([C:26]5[CH:27]=[N:28][N:29]([CH3:31])[CH:30]=5)=[CH:23][CH:24]=4)[CH2:19][CH:18]([CH2:32]S([O-])(=O)=O)[CH2:17]3)[C:9]=2[CH2:8]1)(=[O:6])[CH3:5].O. (4) Given the product [Cl:1][C:2]1[CH:10]=[C:9]2[C:5]([C:6]([C:11]([OH:26])=[O:12])=[CH:7][NH:8]2)=[CH:4][C:3]=1[C:13]1[CH:14]=[CH:15][C:16]([CH:19]2[CH2:23][CH2:22][N:21]([CH3:24])[CH2:20]2)=[CH:17][CH:18]=1, predict the reactants needed to synthesize it. The reactants are: [Cl:1][C:2]1[CH:10]=[C:9]2[C:5]([C:6]([CH:11]=[O:12])=[CH:7][NH:8]2)=[CH:4][C:3]=1[C:13]1[CH:18]=[CH:17][C:16]([CH:19]2[CH2:23][CH2:22][N:21]([CH3:24])[CH2:20]2)=[CH:15][CH:14]=1.Cl([O-])=[O:26].[Na+].O.O.OP([O-])(O)=O.[Na+].